This data is from Full USPTO retrosynthesis dataset with 1.9M reactions from patents (1976-2016). The task is: Predict the reactants needed to synthesize the given product. (1) Given the product [F:12][C:13]([F:24])([F:25])[O:14][C:15]1[CH:20]=[CH:19][C:18]([C:2]2[S:3][CH:4]=[C:5]([C:7]([O:9][CH2:10][CH3:11])=[O:8])[N:6]=2)=[CH:17][CH:16]=1, predict the reactants needed to synthesize it. The reactants are: Br[C:2]1[S:3][CH:4]=[C:5]([C:7]([O:9][CH2:10][CH3:11])=[O:8])[N:6]=1.[F:12][C:13]([F:25])([F:24])[O:14][C:15]1[CH:20]=[CH:19][C:18](B(O)O)=[CH:17][CH:16]=1.[F-].[Cs+]. (2) Given the product [Si:17]([O:1][CH2:2][C:3]1[S:7][C:6]([CH2:8][C:9]([OH:11])=[O:10])=[CH:5][CH:4]=1)([C:20]([CH3:23])([CH3:22])[CH3:21])([CH3:19])[CH3:18], predict the reactants needed to synthesize it. The reactants are: [OH:1][CH2:2][C:3]1[S:7][C:6]([CH2:8][C:9]([OH:11])=[O:10])=[CH:5][CH:4]=1.N1C=CN=C1.[Si:17](Cl)([C:20]([CH3:23])([CH3:22])[CH3:21])([CH3:19])[CH3:18].C(=O)([O-])[O-].[K+].[K+]. (3) The reactants are: [C:1]([C:3]1[C:4]([CH3:14])=[CH:5][C:6](C(O)=O)=[N:7][C:8]=1[O:9][CH3:10])#[N:2].C1C=CC(P([N:29]=[N+]=[N-])(C2C=CC=CC=2)=O)=CC=1. Given the product [NH2:29][C:6]1[N:7]=[C:8]([O:9][CH3:10])[C:3]([C:1]#[N:2])=[C:4]([CH3:14])[CH:5]=1, predict the reactants needed to synthesize it. (4) Given the product [CH:1]([O:4][C:5]([N:7]1[CH2:8][CH2:9][CH:10]([CH2:13][O:14][C:15]2[CH:20]=[CH:19][C:18]([C:44]3[CH:45]=[CH:46][C:41]([C@H:39]([CH3:40])[C@H:38]([NH:37][C:35]([O:34][C:30]([CH3:32])([CH3:31])[CH3:33])=[O:36])[C:56]([N:58]4[CH2:62][CH2:61][C:60]([F:64])([F:63])[CH2:59]4)=[O:57])=[C:42]([F:55])[CH:43]=3)=[CH:17][N:16]=2)[CH2:11][CH2:12]1)=[O:6])([CH3:2])[CH3:3], predict the reactants needed to synthesize it. The reactants are: [CH:1]([O:4][C:5]([N:7]1[CH2:12][CH2:11][CH:10]([CH2:13][O:14][C:15]2[CH:20]=[CH:19][C:18](B3OC(C)(C)C(C)(C)O3)=[CH:17][N:16]=2)[CH2:9][CH2:8]1)=[O:6])([CH3:3])[CH3:2].[C:30]([O:34][C:35]([NH:37][C@H:38]([C:56]([N:58]1[CH2:62][CH2:61][C:60]([F:64])([F:63])[CH2:59]1)=[O:57])[C@H:39]([C:41]1[CH:46]=[CH:45][C:44](OS(C(F)(F)F)(=O)=O)=[CH:43][C:42]=1[F:55])[CH3:40])=[O:36])([CH3:33])([CH3:32])[CH3:31]. (5) The reactants are: [F:1][C:2]1[CH:3]=[C:4]([C:28]2[C:29](=[O:42])[N:30]([CH3:41])[C:31]([NH:34][C:35]3[CH:40]=[CH:39][CH:38]=[CH:37][CH:36]=3)=[N:32][CH:33]=2)[CH:5]=[CH:6][C:7]=1[O:8][C:9]1[CH:14]=[CH:13][N:12]=[C:11]2[N:15]([CH2:19][C:20]3[CH:25]=[CH:24][C:23]([O:26][CH3:27])=[CH:22][CH:21]=3)[N:16]=[C:17](I)[C:10]=12.[N:43]1([C:49]([C:51]2[CH:56]=[CH:55][C:54](B(O)O)=[CH:53][CH:52]=2)=[O:50])[CH2:48][CH2:47][O:46][CH2:45][CH2:44]1.[Cl-].[Li+]. Given the product [F:1][C:2]1[CH:3]=[C:4]([C:28]2[C:29](=[O:42])[N:30]([CH3:41])[C:31]([NH:34][C:35]3[CH:40]=[CH:39][CH:38]=[CH:37][CH:36]=3)=[N:32][CH:33]=2)[CH:5]=[CH:6][C:7]=1[O:8][C:9]1[CH:14]=[CH:13][N:12]=[C:11]2[N:15]([CH2:19][C:20]3[CH:25]=[CH:24][C:23]([O:26][CH3:27])=[CH:22][CH:21]=3)[N:16]=[C:17]([C:54]3[CH:53]=[CH:52][C:51]([C:49]([N:43]4[CH2:48][CH2:47][O:46][CH2:45][CH2:44]4)=[O:50])=[CH:56][CH:55]=3)[C:10]=12, predict the reactants needed to synthesize it.